Dataset: Peptide-MHC class I binding affinity with 185,985 pairs from IEDB/IMGT. Task: Regression. Given a peptide amino acid sequence and an MHC pseudo amino acid sequence, predict their binding affinity value. This is MHC class I binding data. (1) The peptide sequence is TSAYLVSIF. The MHC is H-2-Db with pseudo-sequence H-2-Db. The binding affinity (normalized) is 0. (2) The peptide sequence is ILLARLFLY. The MHC is HLA-A66:01 with pseudo-sequence HLA-A66:01. The binding affinity (normalized) is 0.213. (3) The peptide sequence is RVITAPPYY. The MHC is HLA-A24:03 with pseudo-sequence HLA-A24:03. The binding affinity (normalized) is 0.0847. (4) The peptide sequence is EMKEAFHGL. The MHC is HLA-B57:01 with pseudo-sequence HLA-B57:01. The binding affinity (normalized) is 0.0847. (5) The peptide sequence is LTPDWNNDT. The MHC is Mamu-A01 with pseudo-sequence Mamu-A01. The binding affinity (normalized) is 0.290.